Predict the reaction yield, written as a fraction of the theoretical maximum amount of product (1.0 means a 100% yield; for example, 0.34 means a 34% yield). From a dataset of Reaction yield outcomes from USPTO patents with 853,638 reactions. The reactants are [CH2:1]([O:3][C:4](=[O:15])[CH:5]([C:12](Cl)=[O:13])[C:6]1[CH:11]=[CH:10][CH:9]=[CH:8][CH:7]=1)[CH3:2].[CH:16]1([C@@H:22]([NH:24][C:25]([C:27]2[C:36]3[C:31](=[CH:32][CH:33]=[CH:34][CH:35]=3)[N:30]=[C:29]([C:37]3[CH:42]=[CH:41][CH:40]=[CH:39][CH:38]=3)[C:28]=2[CH2:43][N:44]2[CH2:49][CH2:48][NH:47][CH2:46][CH2:45]2)=[O:26])[CH3:23])[CH2:21][CH2:20][CH2:19][CH2:18][CH2:17]1.C(N(CC)CC)C.CC=C(C)C. The catalyst is C(Cl)Cl. The product is [CH2:1]([O:3][C:4](=[O:15])[CH:5]([C:6]1[CH:11]=[CH:10][CH:9]=[CH:8][CH:7]=1)[C:12]([N:47]1[CH2:46][CH2:45][N:44]([CH2:43][C:28]2[C:29]([C:37]3[CH:42]=[CH:41][CH:40]=[CH:39][CH:38]=3)=[N:30][C:31]3[C:36]([C:27]=2[C:25](=[O:26])[NH:24][C@H:22]([CH:16]2[CH2:21][CH2:20][CH2:19][CH2:18][CH2:17]2)[CH3:23])=[CH:35][CH:34]=[CH:33][CH:32]=3)[CH2:49][CH2:48]1)=[O:13])[CH3:2]. The yield is 0.675.